This data is from Reaction yield outcomes from USPTO patents with 853,638 reactions. The task is: Predict the reaction yield, written as a fraction of the theoretical maximum amount of product (1.0 means a 100% yield; for example, 0.34 means a 34% yield). (1) The reactants are [N:1]1[CH:6]=[CH:5][CH:4]=[C:3]([C:7]2([C:10]([OH:12])=O)[CH2:9][CH2:8]2)[N:2]=1.F[P-](F)(F)(F)(F)F.N1(OC(N(C)C)=[N+](C)C)C2N=CC=CC=2N=N1.C(N(C(C)C)CC)(C)C.Cl.Cl.[NH2:48][C:49]1[CH:50]=[CH:51][C:52]([N:56]2[CH2:61][CH2:60][CH2:59][C@@H:58]([C:62]([N:64]3[CH2:68][CH2:67][CH2:66][CH2:65]3)=[O:63])[CH2:57]2)=[N:53][C:54]=1[NH2:55]. The catalyst is ClCCl. The product is [NH2:55][C:54]1[C:49]([NH:48][C:10]([C:7]2([C:3]3[N:2]=[N:1][CH:6]=[CH:5][CH:4]=3)[CH2:8][CH2:9]2)=[O:12])=[CH:50][CH:51]=[C:52]([N:56]2[CH2:61][CH2:60][CH2:59][C@@H:58]([C:62]([N:64]3[CH2:68][CH2:67][CH2:66][CH2:65]3)=[O:63])[CH2:57]2)[N:53]=1. The yield is 0.230. (2) The reactants are [CH3:1][O:2][C:3]1[CH:4]=[C:5]2[C:10](=[CH:11][C:12]=1[O:13][CH3:14])[N:9]=[CH:8][CH:7]=[C:6]2[O:15][C:16]1[CH:22]=[CH:21][C:19]([NH2:20])=[C:18]([CH3:23])[C:17]=1[CH3:24].Cl[C:26](Cl)([O:28][C:29](=[O:35])OC(Cl)(Cl)Cl)Cl.[N:37]1([CH2:43]CO)[CH2:42][CH2:41][CH2:40][CH2:39][CH2:38]1.C(=O)(O)[O-].[Na+]. The catalyst is C(Cl)Cl.C(N(CC)CC)C.C1(C)C=CC=CC=1. The product is [CH3:1][O:2][C:3]1[CH:4]=[C:5]2[C:10](=[CH:11][C:12]=1[O:13][CH3:14])[N:9]=[CH:8][CH:7]=[C:6]2[O:15][C:16]1[CH:22]=[CH:21][C:19]([NH:20][C:29](=[O:35])[O:28][CH2:26][CH2:43][N:37]2[CH2:42][CH2:41][CH2:40][CH2:39][CH2:38]2)=[C:18]([CH3:23])[C:17]=1[CH3:24]. The yield is 1.00. (3) The reactants are [N:1]1[CH:6]=[C:5]([CH2:7][C:8]2[C:9](=[O:15])[NH:10][C:11](=[S:14])[NH:12][CH:13]=2)[CH:4]=[N:3][CH:2]=1.CCN(C(C)C)C(C)C.Cl[CH2:26][C:27]1[CH:28]=[CH:29][C:30]([O:35][C:36]2[CH:41]=[CH:40][C:39]([F:42])=[C:38]([C:43]([F:46])([F:45])[F:44])[CH:37]=2)=[C:31]([CH:34]=1)[C:32]#[N:33]. The catalyst is C(Cl)Cl. The product is [F:42][C:39]1[CH:40]=[CH:41][C:36]([O:35][C:30]2[CH:29]=[CH:28][C:27]([CH2:26][S:14][C:11]3[NH:12][CH:13]=[C:8]([CH2:7][C:5]4[CH:6]=[N:1][CH:2]=[N:3][CH:4]=4)[C:9](=[O:15])[N:10]=3)=[CH:34][C:31]=2[C:32]#[N:33])=[CH:37][C:38]=1[C:43]([F:44])([F:45])[F:46]. The yield is 0.385. (4) The reactants are Cl[C:2]1[CH:9]=[CH:8][C:5]([C:6]#[N:7])=[CH:4][N:3]=1.O.[NH2:11][NH2:12]. No catalyst specified. The product is [NH:11]([C:2]1[CH:9]=[CH:8][C:5]([C:6]#[N:7])=[CH:4][N:3]=1)[NH2:12]. The yield is 0.460. (5) The reactants are [F:1][C:2]1[CH:7]=[CH:6][C:5]([N+:8]([O-:10])=[O:9])=[CH:4][C:3]=1[CH2:11][C:12](O)=[O:13].CO. The catalyst is C1COCC1. The product is [F:1][C:2]1[CH:7]=[CH:6][C:5]([N+:8]([O-:10])=[O:9])=[CH:4][C:3]=1[CH2:11][CH2:12][OH:13]. The yield is 0.861. (6) The reactants are CN(C)C(N(C)C)=N.[C:9]([O:13][C:14]([CH:16](P(OC)(OC)=O)[C:17]([O:19][CH3:20])=[O:18])=[O:15])([CH3:12])([CH3:11])[CH3:10].[Cl:27][C:28]1[CH:35]=[CH:34][C:31]([CH:32]=O)=[CH:30][C:29]=1[F:36].O. The catalyst is C(Cl)Cl. The product is [C:9]([O:13][C:14](/[C:16](=[CH:32]\[C:31]1[CH:34]=[CH:35][C:28]([Cl:27])=[C:29]([F:36])[CH:30]=1)/[C:17]([O:19][CH3:20])=[O:18])=[O:15])([CH3:10])([CH3:11])[CH3:12]. The yield is 0.678. (7) The reactants are [F:1][C:2]1[C:7]([O:8][CH3:9])=[CH:6][C:5]([O:10][CH3:11])=[C:4]([F:12])[C:3]=1[N:13]1[CH2:22][C:21]2[CH:20]=[N:19][C:18]3[N:23](COCC[Si](C)(C)C)[CH:24]=[CH:25][C:17]=3[C:16]=2[C:15]([CH3:35])([CH3:34])[C:14]1=[O:36].FC(F)(F)C(O)=O. The catalyst is C(Cl)Cl. The product is [F:12][C:4]1[C:5]([O:10][CH3:11])=[CH:6][C:7]([O:8][CH3:9])=[C:2]([F:1])[C:3]=1[N:13]1[CH2:22][C:21]2[CH:20]=[N:19][C:18]3[NH:23][CH:24]=[CH:25][C:17]=3[C:16]=2[C:15]([CH3:34])([CH3:35])[C:14]1=[O:36]. The yield is 0.900.